Predict the reactants needed to synthesize the given product. From a dataset of Full USPTO retrosynthesis dataset with 1.9M reactions from patents (1976-2016). (1) Given the product [CH:5]1([N:10]2[C:14](=[O:15])[C:13]3[CH:16]=[CH:17][C:18]([OH:20])=[CH:19][C:12]=3[S:11]2)[CH2:6][CH2:7][CH2:8][CH2:9]1, predict the reactants needed to synthesize it. The reactants are: B(Br)(Br)Br.[CH:5]1([N:10]2[C:14](=[O:15])[C:13]3[CH:16]=[CH:17][C:18]([O:20]C)=[CH:19][C:12]=3[S:11]2)[CH2:9][CH2:8][CH2:7][CH2:6]1. (2) Given the product [F:1][C:2]1[CH:3]=[CH:4][C:5]([C:8]2[O:12][N:11]=[C:10]([C:13]([NH:41][CH2:42][CH2:43][CH2:44][CH2:45][C:46]([O:48][CH3:49])=[O:47])=[O:15])[CH:9]=2)=[CH:6][CH:7]=1, predict the reactants needed to synthesize it. The reactants are: [F:1][C:2]1[CH:7]=[CH:6][C:5]([C:8]2[O:12][N:11]=[C:10]([C:13]([OH:15])=O)[CH:9]=2)=[CH:4][CH:3]=1.CN(C(ON1N=NC2C=CC=NC1=2)=[N+](C)C)C.F[P-](F)(F)(F)(F)F.Cl.[NH2:41][CH2:42][CH2:43][CH2:44][CH2:45][C:46]([O:48][CH3:49])=[O:47].CCN(C(C)C)C(C)C. (3) The reactants are: C(NC(C)C)(C)C.C([Li])CCC.CCCCCC.[CH:19]1([C:24]([O:26][CH2:27][CH3:28])=[O:25])[CH2:23][CH2:22][CH2:21][CH2:20]1.[Br:29][CH2:30][CH2:31]Br. Given the product [Br:29][CH2:30][CH2:31][C:19]1([C:24]([O:26][CH2:27][CH3:28])=[O:25])[CH2:23][CH2:22][CH2:21][CH2:20]1, predict the reactants needed to synthesize it. (4) Given the product [CH2:6]([O:8][C:9]([C:11]1[C:12]([C:16]([F:18])([F:19])[F:17])=[N:13][N:14]([CH:22]2[CH2:26][CH2:25][CH2:24][CH2:23]2)[CH:15]=1)=[O:10])[CH3:7], predict the reactants needed to synthesize it. The reactants are: CN(C=O)C.[CH2:6]([O:8][C:9]([C:11]1[C:12]([C:16]([F:19])([F:18])[F:17])=[N:13][NH:14][CH:15]=1)=[O:10])[CH3:7].[H-].[Na+].[CH:22]1(I)[CH2:26][CH2:25][CH2:24][CH2:23]1. (5) Given the product [CH3:28][N:27]([CH3:29])[C:23]1[N:24]=[CH:25][N:26]=[C:21]([NH:1][CH2:2][C@@H:3]2[CH2:8][CH2:7][C@H:6]([NH:9][C:10](=[O:19])[C:11]3[CH:16]=[CH:15][C:14]([F:17])=[C:13]([F:18])[CH:12]=3)[CH2:5][CH2:4]2)[CH:22]=1, predict the reactants needed to synthesize it. The reactants are: [NH2:1][CH2:2][C@@H:3]1[CH2:8][CH2:7][C@H:6]([NH:9][C:10](=[O:19])[C:11]2[CH:16]=[CH:15][C:14]([F:17])=[C:13]([F:18])[CH:12]=2)[CH2:5][CH2:4]1.Cl[C:21]1[N:26]=[CH:25][N:24]=[C:23]([N:27]([CH3:29])[CH3:28])[CH:22]=1.C([O-])(O)=O.[Na+]. (6) Given the product [Cl:23][C:20]1[CH:21]=[CH:22][C:17]([C:16]([CH:13]2[CH2:14][CH2:15][N:10]([C:8]([C:5]3[CH:6]=[CH:7][C:2]([N:34]4[C@H:33]([CH2:35][O:36][C:37](=[O:44])[C:38]5[CH:43]=[CH:42][CH:41]=[CH:40][CH:39]=5)[CH2:32][O:31][C:30]4=[O:29])=[CH:3][C:4]=3[S:25]([CH3:28])(=[O:27])=[O:26])=[O:9])[CH2:11][CH2:12]2)=[O:24])=[CH:18][CH:19]=1, predict the reactants needed to synthesize it. The reactants are: Br[C:2]1[CH:7]=[CH:6][C:5]([C:8]([N:10]2[CH2:15][CH2:14][CH:13]([C:16](=[O:24])[C:17]3[CH:22]=[CH:21][C:20]([Cl:23])=[CH:19][CH:18]=3)[CH2:12][CH2:11]2)=[O:9])=[C:4]([S:25]([CH3:28])(=[O:27])=[O:26])[CH:3]=1.[O:29]=[C:30]1[NH:34][C@H:33]([CH2:35][O:36][C:37](=[O:44])[C:38]2[CH:43]=[CH:42][CH:41]=[CH:40][CH:39]=2)[CH2:32][O:31]1. (7) Given the product [NH2:12][C:5]1[CH:4]=[CH:3][C:2]([Cl:1])=[CH:7][C:6]=1[C:8](=[O:11])[CH2:9][CH3:10], predict the reactants needed to synthesize it. The reactants are: [Cl:1][C:2]1[CH:3]=[CH:4][C:5]([N+:12]([O-])=O)=[C:6]([C:8](=[O:11])[CH2:9][CH3:10])[CH:7]=1.[NH4+].[Cl-]. (8) Given the product [F:32][C:29]1[CH:30]=[CH:31][C:25]2[N:24]=[C:23]([C:18]3[C:17]4[C:16]5[C:11](=[CH:12][CH:13]=[CH:14][CH:15]=5)[N:10]([C:8]5[CH:7]=[CH:6][C:3]([C:4]([NH2:5])=[O:34])=[C:2]([NH:40][CH2:41][CH2:42][C:43]([OH:45])([CH3:46])[CH3:44])[CH:9]=5)[C:22]=4[CH:21]=[CH:20][CH:19]=3)[NH:27][C:26]=2[CH:28]=1, predict the reactants needed to synthesize it. The reactants are: F[C:2]1[CH:9]=[C:8]([N:10]2[C:22]3[CH:21]=[CH:20][CH:19]=[C:18]([C:23]4[NH:27][C:26]5[CH:28]=[C:29]([F:32])[CH:30]=[CH:31][C:25]=5[N:24]=4)[C:17]=3[C:16]3[C:11]2=[CH:12][CH:13]=[CH:14][CH:15]=3)[CH:7]=[CH:6][C:3]=1[C:4]#[N:5].C(=O)([O-])[O-:34].[K+].[K+].Cl.[NH2:40][CH2:41][CH2:42][C:43]([CH3:46])([OH:45])[CH3:44].[OH-].[Na+].OO.